From a dataset of Catalyst prediction with 721,799 reactions and 888 catalyst types from USPTO. Predict which catalyst facilitates the given reaction. (1) Product: [Br:13][C:14]1[CH:15]=[CH:16][C:17]([S:20]([NH:1][C:2]2[CH:3]=[C:4]([F:12])[C:5]([C:8]([O:10][CH3:11])=[O:9])=[N:6][CH:7]=2)(=[O:22])=[O:21])=[N:18][CH:19]=1. Reactant: [NH2:1][C:2]1[CH:3]=[C:4]([F:12])[C:5]([C:8]([O:10][CH3:11])=[O:9])=[N:6][CH:7]=1.[Br:13][C:14]1[CH:15]=[CH:16][C:17]([S:20](Cl)(=[O:22])=[O:21])=[N:18][CH:19]=1.N1C=CC=CC=1. The catalyst class is: 2. (2) Reactant: C[O:2][C:3]1[C:4]([O:14]C)=[CH:5][C:6]2[S:10][N:9]([CH3:11])[C:8](=[O:12])[C:7]=2[CH:13]=1.CO. Product: [OH:2][C:3]1[C:4]([OH:14])=[CH:5][C:6]2[S:10][N:9]([CH3:11])[C:8](=[O:12])[C:7]=2[CH:13]=1. The catalyst class is: 4. (3) Product: [N:34]1([CH:27]2[CH2:11][CH2:10][C:9]([CH3:13])([CH3:12])[C:8]3[CH:7]=[C:6]([C:14]#[C:15][C:16]4[CH:21]=[CH:20][C:19]([CH2:22][C:23]([O:25][CH3:26])=[O:24])=[CH:18][CH:17]=4)[CH:5]=[CH:4][C:3]2=3)[CH:38]=[CH:37][N:36]=[CH:35]1. The catalyst class is: 1. Reactant: OC1[CH2:11][CH2:10][C:9]([CH3:13])([CH3:12])[C:8]2[CH:7]=[C:6]([C:14]#[C:15][C:16]3[CH:21]=[CH:20][C:19]([CH2:22][C:23]([O:25][CH3:26])=[O:24])=[CH:18][CH:17]=3)[CH:5]=[CH:4][C:3]1=2.[C:27]([N:34]1[CH:38]=[CH:37][N:36]=[CH:35]1)(N1C=CN=C1)=O. (4) Reactant: [CH3:1][NH:2][CH:3]1[C:11]2[C:10]([OH:12])=[CH:9][CH:8]=[CH:7][C:6]=2[CH2:5][CH2:4]1.[CH2:13](Br)[C:14]#[CH:15]. Product: [CH3:1][N:2]([CH2:15][C:14]#[CH:13])[CH:3]1[C:11]2[C:10]([OH:12])=[CH:9][CH:8]=[CH:7][C:6]=2[CH2:5][CH2:4]1. The catalyst class is: 10. (5) Reactant: [CH2:1]([O:8][C:9]([NH:11][C@H:12]1[CH2:18][CH2:17][C@@H:16]2[CH2:19][C@H:13]1[C:14](=[O:27])[N:15]2[C:20]([O:22][C:23]([CH3:26])([CH3:25])[CH3:24])=[O:21])=[O:10])[C:2]1[CH:7]=[CH:6][CH:5]=[CH:4][CH:3]=1.[H-].C([Al+]CC(C)C)C(C)C.CO.O. Product: [CH2:1]([O:8][C:9]([NH:11][C@H:12]1[CH2:18][CH2:17][C@@H:16]2[CH2:19][C@H:13]1[CH:14]([OH:27])[N:15]2[C:20]([O:22][C:23]([CH3:25])([CH3:24])[CH3:26])=[O:21])=[O:10])[C:2]1[CH:3]=[CH:4][CH:5]=[CH:6][CH:7]=1. The catalyst class is: 4. (6) Reactant: Cl[SiH:2]1[N:6]([CH:7]([CH3:9])[CH3:8])[CH:5]=[CH:4][N:3]1[CH:10]([CH3:12])[CH3:11].[NH3:13]. Product: [NH2:13][SiH:2]1[N:6]([CH:7]([CH3:9])[CH3:8])[CH:5]=[CH:4][N:3]1[CH:10]([CH3:12])[CH3:11]. The catalyst class is: 81.